From a dataset of Reaction yield outcomes from USPTO patents with 853,638 reactions. Predict the reaction yield, written as a fraction of the theoretical maximum amount of product (1.0 means a 100% yield; for example, 0.34 means a 34% yield). (1) The reactants are [OH:1][C:2]1[C:10]2[N:9]=[C:8]([CH3:11])[N:7]([CH3:12])[C:6]=2[CH:5]=[C:4]([C:13]([N:15]([CH3:17])[CH3:16])=[O:14])[CH:3]=1.[H-].[Na+].Cl[CH:21]1[C:30]2[C:25](=[CH:26][CH:27]=[CH:28][CH:29]=2)[O:24][CH2:23][CH2:22]1. The catalyst is CN(C)C=O. The product is [O:24]1[C:25]2[C:30](=[CH:29][CH:28]=[CH:27][CH:26]=2)[CH:21]([O:1][C:2]2[C:10]3[N:9]=[C:8]([CH3:11])[N:7]([CH3:12])[C:6]=3[CH:5]=[C:4]([C:13]([N:15]([CH3:16])[CH3:17])=[O:14])[CH:3]=2)[CH2:22][CH2:23]1. The yield is 0.520. (2) The reactants are [I:1][C:2]1[CH:7]=[CH:6][NH:5][C:4](=[O:8])[CH:3]=1.[C:9]([O-])([O-])=O.[K+].[K+].IC.O. The catalyst is CN(C=O)C.CCOC(C)=O. The product is [I:1][C:2]1[CH:7]=[CH:6][N:5]([CH3:9])[C:4](=[O:8])[CH:3]=1. The yield is 0.530. (3) The reactants are [N:1]1([C:7]2[N:15]=[C:14]3[C:10]([NH:11][CH:12]=[N:13]3)=[C:9]([N:16]3[CH2:21][CH2:20][O:19][CH2:18][CH2:17]3)[N:8]=2)[CH2:6][CH2:5][O:4][CH2:3][CH2:2]1.[H-].[Na+].[CH3:24][Si:25]([CH3:32])([CH3:31])[CH2:26][CH2:27][O:28][CH2:29]Cl.O. The catalyst is CN(C=O)C.C(OCC)(=O)C. The product is [N:1]1([C:7]2[N:15]=[C:14]3[C:10]([N:11]([CH2:29][O:28][CH2:27][CH2:26][Si:25]([CH3:32])([CH3:31])[CH3:24])[CH:12]=[N:13]3)=[C:9]([N:16]3[CH2:17][CH2:18][O:19][CH2:20][CH2:21]3)[N:8]=2)[CH2:6][CH2:5][O:4][CH2:3][CH2:2]1. The yield is 0.780.